This data is from Kir2.1 potassium channel HTS with 301,493 compounds. The task is: Binary Classification. Given a drug SMILES string, predict its activity (active/inactive) in a high-throughput screening assay against a specified biological target. (1) The drug is O=c1n(c(=O)n(c2nc(N3CCCCCC3)n(c12)CC=C)C)C. The result is 0 (inactive). (2) The molecule is s1nc(SC)c(c1N\N=C\c1ccccc1)C#N. The result is 0 (inactive). (3) The result is 0 (inactive). The compound is O=C(n1ncc2c1ccc(c2)C)CCC(=O)NCc1ccc(OC)cc1. (4) The drug is s1c(Nc2nc(ccc2)C)nc(c2sccc2)c1. The result is 0 (inactive). (5) The compound is S(c1nc2c(nc1N1CCCC1)cccc2)CC(=O)Nc1c(OC)cc(OC)cc1. The result is 0 (inactive). (6) The molecule is OC(CN1CCc2c(C1)cccc2)COc1ccc(OCC)cc1. The result is 0 (inactive).